Dataset: Catalyst prediction with 721,799 reactions and 888 catalyst types from USPTO. Task: Predict which catalyst facilitates the given reaction. (1) Reactant: Cl.[NH:2]1[C:10]2[C:5](=[CH:6][CH:7]=[C:8]([CH2:11][C:12]([O:14]C(C)(C)C)=[O:13])[CH:9]=2)[CH:4]=[N:3]1. Product: [NH:2]1[C:10]2[C:5](=[CH:6][CH:7]=[C:8]([CH2:11][C:12]([OH:14])=[O:13])[CH:9]=2)[CH:4]=[N:3]1. The catalyst class is: 12. (2) Product: [Br:22][C:23]1[CH:34]=[CH:33][C:26]([CH2:27][N:14]2[C:15]3[C:10](=[C:9]([CH2:7][CH3:8])[N:18]=[C:17]([CH2:19][CH3:20])[CH:16]=3)[CH:11]=[CH:12][C:13]2=[O:21])=[CH:25][C:24]=1[CH3:35]. Reactant: C(=O)([O-])[O-].[K+].[K+].[CH2:7]([C:9]1[N:18]=[C:17]([CH2:19][CH3:20])[CH:16]=[C:15]2[C:10]=1[CH:11]=[CH:12][C:13](=[O:21])[NH:14]2)[CH3:8].[Br:22][C:23]1[CH:34]=[CH:33][C:26]([CH2:27]OS(C)(=O)=O)=[CH:25][C:24]=1[CH3:35].O. The catalyst class is: 42. (3) The catalyst class is: 667. Product: [Si:24]([O:23][C@H:20]1[CH2:21][CH2:22][C@H:17]([N:4]2[C:5]3[N:6]=[C:7]([NH:11][CH:12]([CH2:14][CH2:15][CH3:16])[CH3:13])[N:8]=[CH:9][C:10]=3[C:2]([C:42]3[CH:41]=[CH:40][C:39]([CH2:38][N:35]4[CH2:36][CH2:37][N:32]([CH3:31])[CH2:33][CH2:34]4)=[CH:44][CH:43]=3)=[CH:3]2)[CH2:18][CH2:19]1)([C:27]([CH3:30])([CH3:29])[CH3:28])([CH3:26])[CH3:25]. Reactant: Br[C:2]1[C:10]2[CH:9]=[N:8][C:7]([NH:11][CH:12]([CH2:14][CH2:15][CH3:16])[CH3:13])=[N:6][C:5]=2[N:4]([C@H:17]2[CH2:22][CH2:21][C@H:20]([O:23][Si:24]([C:27]([CH3:30])([CH3:29])[CH3:28])([CH3:26])[CH3:25])[CH2:19][CH2:18]2)[CH:3]=1.[CH3:31][N:32]1[CH2:37][CH2:36][N:35]([CH2:38][C:39]2[CH:44]=[CH:43][C:42](B3OC(C)(C)C(C)(C)O3)=[CH:41][CH:40]=2)[CH2:34][CH2:33]1.C([O-])([O-])=O.[K+].[K+].